This data is from Reaction yield outcomes from USPTO patents with 853,638 reactions. The task is: Predict the reaction yield, written as a fraction of the theoretical maximum amount of product (1.0 means a 100% yield; for example, 0.34 means a 34% yield). (1) The reactants are COC1C=CC(C[N:8]2[C:12]3=[N:13][CH:14]=[CH:15][C:16]([O:17][C:18]4[CH:23]=[CH:22][C:21]([NH:24][C:25]([C:27]5([C:30]6[O:31][C:32]7[CH:38]=[CH:37][CH:36]=[CH:35][C:33]=7[N:34]=6)[CH2:29][CH2:28]5)=[O:26])=[CH:20][C:19]=4[F:39])=[C:11]3[C:10]([N:40]3[CH2:45][CH2:44][CH:43]([N:46]([CH3:48])[CH3:47])[CH2:42][CH2:41]3)=[N:9]2)=CC=1.C(O)(C(F)(F)F)=O. No catalyst specified. The product is [O:31]1[C:32]2[CH:38]=[CH:37][CH:36]=[CH:35][C:33]=2[N:34]=[C:30]1[C:27]1([C:25]([NH:24][C:21]2[CH:22]=[CH:23][C:18]([O:17][C:16]3[CH:15]=[CH:14][N:13]=[C:12]4[NH:8][N:9]=[C:10]([N:40]5[CH2:41][CH2:42][CH:43]([N:46]([CH3:47])[CH3:48])[CH2:44][CH2:45]5)[C:11]=34)=[C:19]([F:39])[CH:20]=2)=[O:26])[CH2:28][CH2:29]1. The yield is 0.500. (2) The reactants are [O:1]=[C:2]1[NH:7][C:6]2[CH:8]=[C:9]([C:12](OC)=[O:13])[CH:10]=[N:11][C:5]=2[N:4]2[CH2:16][CH2:17][S:18][CH2:19][C@@H:3]12.[H-].[Na+].[H-].[Al+3].[Li+].[H-].[H-].[H-].CO. The catalyst is O1CCCC1.O.C(OCC)(=O)C. The product is [OH:13][CH2:12][C:9]1[CH:10]=[N:11][C:5]2[N:4]3[CH2:16][CH2:17][S:18][CH2:19][C@H:3]3[C:2](=[O:1])[NH:7][C:6]=2[CH:8]=1. The yield is 0.890. (3) The reactants are [CH2:1]([N:8]([CH2:23][CH2:24]Cl)[C:9](=[O:22])[C@H:10]([NH:14][C:15](=[O:21])[O:16][C:17]([CH3:20])([CH3:19])[CH3:18])[CH:11]([CH3:13])[CH3:12])[C:2]1[CH:7]=[CH:6][CH:5]=[CH:4][CH:3]=1.[H-].[Na+]. The catalyst is CN(C=O)C. The product is [CH2:1]([N:8]1[CH2:23][CH2:24][N:14]([C:15]([O:16][C:17]([CH3:20])([CH3:19])[CH3:18])=[O:21])[C@H:10]([CH:11]([CH3:13])[CH3:12])[C:9]1=[O:22])[C:2]1[CH:7]=[CH:6][CH:5]=[CH:4][CH:3]=1. The yield is 0.630. (4) The reactants are [H-].[Na+].[CH3:3][C:4]1[CH:9]=[C:8]([C:10]([CH3:12])=[O:11])[CH:7]=[CH:6][CH:5]=1.C[C:14]([OH:16])=[O:15].[C:17]1(C)C=CC=C[CH:18]=1. No catalyst specified. The product is [CH3:3][C:4]1[CH:9]=[C:8]([CH:7]=[CH:6][CH:5]=1)[C:10]([CH2:12][C:14]([O:16][CH2:17][CH3:18])=[O:15])=[O:11]. The yield is 0.469. (5) The reactants are [N:1]1[NH:2][N:3]=[N:4][C:5]=1[C:6]1[CH:7]=[C:8]([NH:16][C:17](=[O:45])[CH2:18][C:19]2[CH:24]=[CH:23][C:22]([C:25]3[CH:26]=[N:27][C:28]([O:34]CC4C=CC(OC)=CC=4)=[C:29]([O:31][CH2:32][CH3:33])[CH:30]=3)=[CH:21][C:20]=2[F:44])[CH:9]=[C:10]([C:12]([F:15])([F:14])[F:13])[CH:11]=1.C(O)(C(F)(F)F)=O. The catalyst is C(Cl)Cl. The product is [N:4]1[NH:3][N:2]=[N:1][C:5]=1[C:6]1[CH:7]=[C:8]([NH:16][C:17](=[O:45])[CH2:18][C:19]2[CH:24]=[CH:23][C:22]([C:25]3[CH:30]=[C:29]([O:31][CH2:32][CH3:33])[C:28](=[O:34])[NH:27][CH:26]=3)=[CH:21][C:20]=2[F:44])[CH:9]=[C:10]([C:12]([F:14])([F:13])[F:15])[CH:11]=1. The yield is 0.208. (6) The reactants are [OH:1][C:2]1[CH:7]=[CH:6][C:5]([CH2:8][CH2:9][C:10]([O:12][CH3:13])=[O:11])=[CH:4][CH:3]=1.[H-].[Na+].[Br:16][C:17]1[CH:18]=[C:19]([CH:22]=[CH:23][CH:24]=1)[CH2:20]Br. The catalyst is CN(C)C=O.C(OCC)(=O)C. The product is [Br:16][C:17]1[CH:18]=[C:19]([CH:22]=[CH:23][CH:24]=1)[CH2:20][O:1][C:2]1[CH:3]=[CH:4][C:5]([CH2:8][CH2:9][C:10]([O:12][CH3:13])=[O:11])=[CH:6][CH:7]=1. The yield is 0.720. (7) The reactants are Cl[C:2]1[N:7]=[N:6][C:5]([O:8][C@@H:9]2[CH:14]3[CH2:15][CH2:16][N:11]([CH2:12][CH2:13]3)[CH2:10]2)=[CH:4][CH:3]=1.CC1(C)C(C)(C)OB([C:25]2[CH:30]=[CH:29][C:28]([NH:31][C:32](=[O:34])[CH3:33])=[CH:27][CH:26]=2)O1.C(O)C.C(=O)([O-])[O-].[Na+].[Na+]. The catalyst is Cl[Pd](Cl)([P](C1C=CC=CC=1)(C1C=CC=CC=1)C1C=CC=CC=1)[P](C1C=CC=CC=1)(C1C=CC=CC=1)C1C=CC=CC=1.C1(P(C2CCCCC2)C2C=CC=CC=2C2C=CC=CC=2)CCCCC1.O1CCOCC1. The product is [N:11]12[CH2:16][CH2:15][CH:14]([CH2:13][CH2:12]1)[C@@H:9]([O:8][C:5]1[N:6]=[N:7][C:2]([C:25]3[CH:30]=[CH:29][C:28]([NH:31][C:32](=[O:34])[CH3:33])=[CH:27][CH:26]=3)=[CH:3][CH:4]=1)[CH2:10]2. The yield is 0.790. (8) The reactants are [N+:1]([C:4]1[CH:5]=[C:6]([OH:10])[CH:7]=[CH:8][CH:9]=1)([O-:3])=[O:2].[C:11]([O-:14])([O-])=[O:12].[K+].[K+].[CH3:17][CH2:18][CH2:19]CCCC.[CH3:24]N(C=O)C. The catalyst is C(OCC)(=O)C.O. The product is [CH3:24][O:14][C:11](=[O:12])[CH2:17][CH2:18][CH2:19][O:10][C:6]1[CH:7]=[CH:8][CH:9]=[C:4]([N+:1]([O-:3])=[O:2])[CH:5]=1. The yield is 0.850. (9) The catalyst is CO. The reactants are C(OC(=O)[NH:10][CH2:11][CH2:12][CH2:13][CH2:14][CH2:15][C:16]([N:18]1[CH2:22][CH:21]([OH:23])[CH:20]([CH:24]([C:43]2[CH:48]=[CH:47][CH:46]=[CH:45][CH:44]=2)[O:25][CH:26]([C:35]2[CH:40]=[CH:39][C:38]([O:41][CH3:42])=[CH:37][CH:36]=2)[C:27]2[CH:32]=[CH:31][C:30]([O:33][CH3:34])=[CH:29][CH:28]=2)[CH2:19]1)=[O:17])C1C=CC=CC=1. The product is [NH2:10][CH2:11][CH2:12][CH2:13][CH2:14][CH2:15][C:16]([N:18]1[CH2:22][CH:21]([OH:23])[CH:20]([CH:24]([C:43]2[CH:48]=[CH:47][CH:46]=[CH:45][CH:44]=2)[O:25][CH:26]([C:35]2[CH:40]=[CH:39][C:38]([O:41][CH3:42])=[CH:37][CH:36]=2)[C:27]2[CH:32]=[CH:31][C:30]([O:33][CH3:34])=[CH:29][CH:28]=2)[CH2:19]1)=[O:17]. The yield is 0.920.